Predict the product of the given reaction. From a dataset of Forward reaction prediction with 1.9M reactions from USPTO patents (1976-2016). (1) Given the reactants [CH2:1]([N:8]1[C:16]2[C:11](=[CH:12][CH:13]=[CH:14][CH:15]=2)[C:10]([C:17]2[O:18][C:19]([CH2:22][OH:23])=[CH:20][CH:21]=2)=[N:9]1)[C:2]1[CH:7]=[CH:6][CH:5]=[CH:4][CH:3]=1, predict the reaction product. The product is: [CH2:1]([N:8]1[C:16]2[C:11](=[CH:12][CH:13]=[CH:14][CH:15]=2)[C:10]([C:17]2[O:18][C:19]([CH:22]=[O:23])=[CH:20][CH:21]=2)=[N:9]1)[C:2]1[CH:7]=[CH:6][CH:5]=[CH:4][CH:3]=1. (2) Given the reactants Cl.[O:2]1[C:6]2[CH:7]=[CH:8][CH:9]=[C:10]([CH:11]3[CH2:16][CH2:15][N:14]([CH2:17][CH2:18][C@H:19]4[CH2:24][CH2:23][C@H:22]([NH2:25])[CH2:21][CH2:20]4)[CH2:13][CH2:12]3)[C:5]=2[O:4][CH2:3]1.[CH3:26][O:27][CH2:28][CH2:29][C:30](O)=[O:31], predict the reaction product. The product is: [O:2]1[C:6]2[CH:7]=[CH:8][CH:9]=[C:10]([CH:11]3[CH2:16][CH2:15][N:14]([CH2:17][CH2:18][C@H:19]4[CH2:20][CH2:21][C@H:22]([NH:25][C:30](=[O:31])[CH2:29][CH2:28][O:27][CH3:26])[CH2:23][CH2:24]4)[CH2:13][CH2:12]3)[C:5]=2[O:4][CH2:3]1. (3) Given the reactants [Br-].[CH2:2]([O:4][C:5]1[CH:10]=[CH:9][C:8]([CH2:11][CH2:12][CH2:13][P+](C2C=CC=CC=2)(C2C=CC=CC=2)C2C=CC=CC=2)=[C:7]([F:33])[C:6]=1[F:34])[CH3:3].CC(C)([O-])C.[K+].[CH2:41]([O:45][C:46]1[CH:51]=[CH:50][C:49]([C@H:52]2[CH2:57][CH2:56][C@H:55]([CH:58]=O)[CH2:54][CH2:53]2)=[C:48]([F:60])[C:47]=1[F:61])[CH2:42]CC.O, predict the reaction product. The product is: [CH2:2]([O:4][C:5]1[CH:10]=[CH:9][C:8]([CH2:11][CH2:12]/[CH:13]=[CH:58]/[C@H:55]2[CH2:54][CH2:53][C@H:52]([C:49]3[CH:50]=[CH:51][C:46]([O:45][CH2:41][CH3:42])=[C:47]([F:61])[C:48]=3[F:60])[CH2:57][CH2:56]2)=[C:7]([F:33])[C:6]=1[F:34])[CH3:3]. (4) Given the reactants Br[C:2]1[C:16]([CH3:17])=[CH:15][C:5]([O:6][CH2:7][O:8][CH2:9][CH2:10][Si:11]([CH3:14])([CH3:13])[CH3:12])=[C:4]([O:18][CH3:19])[CH:3]=1.C([Li])CCC.[B:25](OC)([O:28]C)[O:26]C, predict the reaction product. The product is: [CH3:19][O:18][C:4]1[C:5]([O:6][CH2:7][O:8][CH2:9][CH2:10][Si:11]([CH3:14])([CH3:13])[CH3:12])=[CH:15][C:16]([CH3:17])=[C:2]([B:25]([OH:28])[OH:26])[CH:3]=1. (5) Given the reactants [C:1]([Si:5]([CH3:18])([CH3:17])[O:6][C:7]1[CH:8]=[C:9]2[C:13](=[CH:14][CH:15]=1)[NH:12][N:11]=[C:10]2[I:16])([CH3:4])([CH3:3])[CH3:2].[CH3:19]C(C)([O-])C.[K+].CI, predict the reaction product. The product is: [C:1]([Si:5]([CH3:18])([CH3:17])[O:6][C:7]1[CH:8]=[C:9]2[C:13](=[CH:14][CH:15]=1)[N:12]([CH3:19])[N:11]=[C:10]2[I:16])([CH3:4])([CH3:3])[CH3:2]. (6) Given the reactants [NH2:1][C:2]1[C:3]([N:11]2[CH2:16][C@H:15]([CH3:17])[C@@H:14]([O:18][Si:19]([C:22]([CH3:25])([CH3:24])[CH3:23])([CH3:21])[CH3:20])[C@H:13]([NH:26][C:27](=[O:33])[O:28][C:29]([CH3:32])([CH3:31])[CH3:30])[CH2:12]2)=[C:4]2[CH2:10][CH2:9][O:8][C:5]2=[N:6][CH:7]=1.[C:34]([O:38][C:39]([NH:41][C:42]1[S:46][C:45]([C:47]2[C:52]([F:53])=[CH:51][CH:50]=[CH:49][C:48]=2[F:54])=[N:44][C:43]=1[C:55](O)=[O:56])=[O:40])([CH3:37])([CH3:36])[CH3:35].CN(C(ON1N=NC2C=CC=NC1=2)=[N+](C)C)C.F[P-](F)(F)(F)(F)F.CCN(C(C)C)C(C)C, predict the reaction product. The product is: [C:29]([O:28][C:27]([NH:26][C@H:13]1[C@H:14]([O:18][Si:19]([C:22]([CH3:23])([CH3:25])[CH3:24])([CH3:20])[CH3:21])[C@@H:15]([CH3:17])[CH2:16][N:11]([C:3]2[C:2]([NH:1][C:55]([C:43]3[N:44]=[C:45]([C:47]4[C:48]([F:54])=[CH:49][CH:50]=[CH:51][C:52]=4[F:53])[S:46][C:42]=3[NH:41][C:39](=[O:40])[O:38][C:34]([CH3:37])([CH3:36])[CH3:35])=[O:56])=[CH:7][N:6]=[C:5]3[O:8][CH2:9][CH2:10][C:4]=23)[CH2:12]1)=[O:33])([CH3:32])([CH3:31])[CH3:30]. (7) Given the reactants C1OC(C2OCC(CC3C=CC=CC=3)N=2)=NC1CC1C=CC=CC=1.[CH3:25][O:26][C:27]1[CH:32]=[CH:31][C:30]([C:33]([C:57]2[CH:62]=[CH:61][C:60]([O:63][CH3:64])=[CH:59][CH:58]=2)([C:51]2[CH:56]=[CH:55][CH:54]=[CH:53][CH:52]=2)[O:34][CH2:35][C@H:36]2[O:40][C@@H:39]([N:41]3[CH:48]=[CH:47][C:45](=[O:46])[NH:44][C:42]3=[O:43])[C@H:38]([OH:49])[C@@H:37]2[OH:50])=[CH:29][CH:28]=1.[C:65]1([N:71]=[C:72]=[O:73])[CH:70]=[CH:69][CH:68]=[CH:67][CH:66]=1.COC1C=CC(C(C2C=CC(OC)=CC=2)(C2C=CC=CC=2)OC[C@H]2O[C@@H](N3C=CC(=O)NC3=O)[C@H](OC(=O)NC3C=CC=CC=3)[C@@H]2O)=CC=1, predict the reaction product. The product is: [CH3:25][O:26][C:27]1[CH:28]=[CH:29][C:30]([C:33]([C:57]2[CH:58]=[CH:59][C:60]([O:63][CH3:64])=[CH:61][CH:62]=2)([C:51]2[CH:56]=[CH:55][CH:54]=[CH:53][CH:52]=2)[O:34][CH2:35][C@H:36]2[O:40][C@@H:39]([N:41]3[CH:48]=[CH:47][C:45](=[O:46])[NH:44][C:42]3=[O:43])[C@H:38]([OH:49])[C@@H:37]2[O:50][C:72](=[O:73])[NH:71][C:65]2[CH:70]=[CH:69][CH:68]=[CH:67][CH:66]=2)=[CH:31][CH:32]=1. (8) Given the reactants [Cl:1][C:2]1[S:3][C:4]2[CH:10]=[C:9]([O:11][CH3:12])[CH:8]=[CH:7][C:5]=2[N:6]=1.[CH2:13]1[NH:18][CH2:17][CH2:16][N:15]2[CH2:19][CH2:20][CH2:21][CH2:22][CH:14]12.CCN(C(C)C)C(C)C.C([O-])(O)=O.[Na+], predict the reaction product. The product is: [ClH:1].[CH3:12][O:11][C:9]1[CH:8]=[CH:7][C:5]2[N:6]=[C:2]([N:18]3[CH2:17][CH2:16][N:15]4[CH2:19][CH2:20][CH2:21][CH2:22][CH:14]4[CH2:13]3)[S:3][C:4]=2[CH:10]=1.